This data is from Peptide-MHC class II binding affinity with 134,281 pairs from IEDB. The task is: Regression. Given a peptide amino acid sequence and an MHC pseudo amino acid sequence, predict their binding affinity value. This is MHC class II binding data. The peptide sequence is LVWMACHSAAFEDLR. The MHC is DRB1_1101 with pseudo-sequence DRB1_1101. The binding affinity (normalized) is 0.336.